This data is from Peptide-MHC class II binding affinity with 134,281 pairs from IEDB. The task is: Regression. Given a peptide amino acid sequence and an MHC pseudo amino acid sequence, predict their binding affinity value. This is MHC class II binding data. (1) The peptide sequence is ADDLTAAINKGILVT. The MHC is DRB1_0401 with pseudo-sequence DRB1_0401. The binding affinity (normalized) is 0.189. (2) The peptide sequence is MSGPMQQLTQPLQQV. The MHC is DRB3_0202 with pseudo-sequence DRB3_0202. The binding affinity (normalized) is 0.